From a dataset of Reaction yield outcomes from USPTO patents with 853,638 reactions. Predict the reaction yield, written as a fraction of the theoretical maximum amount of product (1.0 means a 100% yield; for example, 0.34 means a 34% yield). (1) The reactants are [CH:1]([N:4]1[C:8]([C:9]2[N:10]=[C:11]3[C:17]4[CH:18]=[CH:19][C:20]([CH:22]=C)=[CH:21][C:16]=4[O:15][CH2:14][CH2:13][N:12]3[CH:24]=2)=[N:7][C:6]([CH3:25])=[N:5]1)([CH3:3])[CH3:2].I([O-])(=O)(=O)=[O:27].[Na+]. The catalyst is C1COCC1.O.[Os](=O)(=O)(=O)=O. The product is [CH:1]([N:4]1[C:8]([C:9]2[N:10]=[C:11]3[C:17]4[CH:18]=[CH:19][C:20]([CH:22]=[O:27])=[CH:21][C:16]=4[O:15][CH2:14][CH2:13][N:12]3[CH:24]=2)=[N:7][C:6]([CH3:25])=[N:5]1)([CH3:2])[CH3:3]. The yield is 0.951. (2) The reactants are [CH3:1][N:2]1[C:6]2[CH:7]=[CH:8][CH:9]=[C:10]([NH:11][C:12]([C:14]3[C:18]4[N:19]=[C:20](Cl)[N:21]=[CH:22][C:17]=4[S:16][CH:15]=3)=[O:13])[C:5]=2[N:4]=[CH:3]1.[NH2:24][C@@H:25]1[CH2:30][CH2:29][O:28][CH2:27][C@@H:26]1[NH:31][C:32](=[O:38])[O:33][C:34]([CH3:37])([CH3:36])[CH3:35].C(N(CC)CC)C. The catalyst is O1CCOCC1.ClCCl. The product is [C:34]([O:33][C:32](=[O:38])[NH:31][C@@H:26]1[C@H:25]([NH:24][C:20]2[N:21]=[CH:22][C:17]3[S:16][CH:15]=[C:14]([C:12](=[O:13])[NH:11][C:10]4[C:5]5[N:4]=[CH:3][N:2]([CH3:1])[C:6]=5[CH:7]=[CH:8][CH:9]=4)[C:18]=3[N:19]=2)[CH2:30][CH2:29][O:28][CH2:27]1)([CH3:37])([CH3:35])[CH3:36]. The yield is 0.888. (3) The reactants are [C:1]([C:5]1[O:9][N:8]=[C:7]([NH:10][C:11]([NH:13][C:14]2[CH:19]=[CH:18][CH:17]=[C:16]([O:20][C:21]3[C:30]4[C:25](=[CH:26][C:27]([O:35][CH3:36])=[C:28]([O:31][CH2:32][CH2:33]Cl)[CH:29]=4)[N:24]=[CH:23][N:22]=3)[CH:15]=2)=[O:12])[CH:6]=1)([CH3:4])([CH3:3])[CH3:2].[NH:37]1[CH2:42][CH2:41][O:40][CH2:39][CH2:38]1. No catalyst specified. The product is [C:1]([C:5]1[O:9][N:8]=[C:7]([NH:10][C:11]([NH:13][C:14]2[CH:19]=[CH:18][CH:17]=[C:16]([O:20][C:21]3[C:30]4[C:25](=[CH:26][C:27]([O:35][CH3:36])=[C:28]([O:31][CH2:32][CH2:33][N:37]5[CH2:42][CH2:41][O:40][CH2:39][CH2:38]5)[CH:29]=4)[N:24]=[CH:23][N:22]=3)[CH:15]=2)=[O:12])[CH:6]=1)([CH3:4])([CH3:3])[CH3:2]. The yield is 0.130. (4) The reactants are C[Si](C)(C)N[Si](C)(C)C.[Li].[C:11]([O:14][C:15]([CH3:18])([CH3:17])[CH3:16])(=[O:13])[CH3:12].[Cl:19][C:20]1[N:25]=[C:24]([NH:26][C:27](=[O:32])[C:28]([CH3:31])([CH3:30])[CH3:29])[C:23]([CH:33]=[O:34])=[CH:22][CH:21]=1.O. The yield is 0.790. The catalyst is C1COCC1.C(OCC)(=O)C.[Cl-].[Na+].O. The product is [C:15]([O:14][C:11](=[O:13])[CH2:12][CH:33]([C:23]1[C:24]([NH:26][C:27](=[O:32])[C:28]([CH3:30])([CH3:29])[CH3:31])=[N:25][C:20]([Cl:19])=[CH:21][CH:22]=1)[OH:34])([CH3:18])([CH3:17])[CH3:16]. (5) The reactants are [NH2:1][C:2]1[CH:3]=[C:4]([CH:19]=[CH:20][CH:21]=1)[O:5][C:6]1[CH:18]=[CH:17][C:9]2[N:10]=[C:11]([NH:13][C:14](=[O:16])[CH3:15])[S:12][C:8]=2[CH:7]=1.[C:22]([C:24]1[CH:25]=[C:26]([CH:30]=[CH:31][CH:32]=1)[C:27](O)=[O:28])#[N:23].O1CCCC1.C(Cl)(=O)C(Cl)=O. The catalyst is CN(C)C=O. The product is [C:14]([NH:13][C:11]1[S:12][C:8]2[CH:7]=[C:6]([O:5][C:4]3[CH:3]=[C:2]([NH:1][C:27](=[O:28])[C:26]4[CH:30]=[CH:31][CH:32]=[C:24]([C:22]#[N:23])[CH:25]=4)[CH:21]=[CH:20][CH:19]=3)[CH:18]=[CH:17][C:9]=2[N:10]=1)(=[O:16])[CH3:15]. The yield is 0.550. (6) The reactants are [C:1]([NH:4][NH:5][C:6](=[O:32])[C:7]1[CH:12]=[CH:11][C:10]([C@@H:13]([N:15]2[CH2:20][CH2:19][C@:18]([CH2:28][CH:29]=[CH2:30])([C:21]3[CH:26]=[CH:25][C:24]([F:27])=[CH:23][CH:22]=3)[O:17][C:16]2=[O:31])[CH3:14])=[CH:9][CH:8]=1)(=O)[CH3:2].CC[N+](S(N=C(OC)[O-])(=O)=O)(CC)CC.C1COCC1. The catalyst is CCOC(C)=O. The product is [CH2:28]([C@@:18]1([C:21]2[CH:26]=[CH:25][C:24]([F:27])=[CH:23][CH:22]=2)[O:17][C:16](=[O:31])[N:15]([C@H:13]([C:10]2[CH:9]=[CH:8][C:7]([C:6]3[O:32][C:1]([CH3:2])=[N:4][N:5]=3)=[CH:12][CH:11]=2)[CH3:14])[CH2:20][CH2:19]1)[CH:29]=[CH2:30]. The yield is 0.290.